From a dataset of Full USPTO retrosynthesis dataset with 1.9M reactions from patents (1976-2016). Predict the reactants needed to synthesize the given product. (1) Given the product [F:1][C:2]1[CH:3]=[CH:4][CH:5]=[C:6]2[C:10]=1[N:9]1[CH2:11][C@H:12]([N:26]=[N+:27]=[N-:28])[CH2:13][CH2:14][C:8]1=[C:7]2[CH2:20][C:21]([O:23][CH2:24][CH3:25])=[O:22], predict the reactants needed to synthesize it. The reactants are: [F:1][C:2]1[CH:3]=[CH:4][CH:5]=[C:6]2[C:10]=1[N:9]1[CH2:11][C@@H:12](OS(C)(=O)=O)[CH2:13][CH2:14][C:8]1=[C:7]2[CH2:20][C:21]([O:23][CH2:24][CH3:25])=[O:22].[N-:26]=[N+:27]=[N-:28].[Na+].CCN(CC)CC.N#N. (2) Given the product [CH2:18]([CH:7]1[C:8]2[CH:9]=[CH:10][C:11]([OH:16])=[CH:12][C:13]=2[C:14]2[C:6]1=[CH:5][CH:4]=[C:3]([OH:2])[CH:15]=2)[CH2:19][CH2:20][CH2:21][CH3:22], predict the reactants needed to synthesize it. The reactants are: C[O:2][C:3]1[CH:4]=[CH:5][C:6]2[CH:7]([CH2:18][CH2:19][CH2:20][CH2:21][CH3:22])[C:8]3[C:13]([C:14]=2[CH:15]=1)=[CH:12][C:11]([O:16]C)=[CH:10][CH:9]=3.B(Br)(Br)Br. (3) Given the product [Cl:1][C:2]1[N:3]=[C:4]2[N:12]([CH2:25][C:26](=[O:27])[C:28]3[CH:33]=[CH:32][N:31]=[CH:30][CH:29]=3)[C@H:11]([C:13]([F:14])([F:15])[F:16])[CH2:10][CH2:9][N:5]2[C:6](=[O:8])[CH:7]=1, predict the reactants needed to synthesize it. The reactants are: [Cl:1][C:2]1[N:3]=[C:4]2[NH:12][C@H:11]([C:13]([F:16])([F:15])[F:14])[CH2:10][CH2:9][N:5]2[C:6](=[O:8])[CH:7]=1.C(=O)([O-])[O-].[Cs+].[Cs+].Br.Br[CH2:25][C:26]([C:28]1[CH:33]=[CH:32][N:31]=[CH:30][CH:29]=1)=[O:27]. (4) Given the product [C:9]([C:7]1[CH:8]=[C:3]([O:2][CH3:1])[CH:4]=[CH:5][C:6]=1[O:12][C:20](=[O:21])[C:19]1[CH:18]=[CH:17][C:16]([N+:13]([O-:15])=[O:14])=[CH:24][CH:23]=1)(=[O:11])[CH3:10], predict the reactants needed to synthesize it. The reactants are: [CH3:1][O:2][C:3]1[CH:4]=[CH:5][C:6]([OH:12])=[C:7]([C:9](=[O:11])[CH3:10])[CH:8]=1.[N+:13]([C:16]1[CH:24]=[CH:23][C:19]([C:20](Cl)=[O:21])=[CH:18][CH:17]=1)([O-:15])=[O:14].Cl.